This data is from Full USPTO retrosynthesis dataset with 1.9M reactions from patents (1976-2016). The task is: Predict the reactants needed to synthesize the given product. (1) Given the product [F:2][C:3]1([F:11])[CH2:10][C:5]2([CH2:8][CH:7]([NH:9][CH:19]=[O:20])[CH2:6]2)[CH2:4]1, predict the reactants needed to synthesize it. The reactants are: Cl.[F:2][C:3]1([F:11])[CH2:10][C:5]2([CH2:8][CH:7]([NH2:9])[CH2:6]2)[CH2:4]1.CCN(CC)CC.[CH:19](OCC)=[O:20]. (2) Given the product [C:9]([NH:17][C:18]([NH:7][C:2]1[CH:3]=[CH:4][CH:5]=[CH:6][C:1]=1[NH:8][C:18]([NH:17][C:9](=[O:16])[C:10]1[CH:11]=[CH:12][CH:13]=[CH:14][CH:15]=1)=[S:19])=[S:19])(=[O:16])[C:10]1[CH:15]=[CH:14][CH:13]=[CH:12][CH:11]=1, predict the reactants needed to synthesize it. The reactants are: [C:1]1([NH2:8])[CH:6]=[CH:5][CH:4]=[CH:3][C:2]=1[NH2:7].[C:9]([N:17]=[C:18]=[S:19])(=[O:16])[C:10]1[CH:15]=[CH:14][CH:13]=[CH:12][CH:11]=1.